Dataset: Catalyst prediction with 721,799 reactions and 888 catalyst types from USPTO. Task: Predict which catalyst facilitates the given reaction. (1) Reactant: [CH3:1][O:2][C:3]1[CH:28]=[CH:27][C:6]([CH2:7][O:8][C:9]2[CH:10]=[C:11]([C:16]3[N:21]=[C:20]([C:22]([O:24][CH3:25])=[O:23])[CH:19]=[CH:18][C:17]=3[OH:26])[CH:12]=[CH:13][C:14]=2[Cl:15])=[CH:5][CH:4]=1.[F:29][C:30]([F:43])([F:42])[S:31](O[S:31]([C:30]([F:43])([F:42])[F:29])(=[O:33])=[O:32])(=[O:33])=[O:32]. Product: [CH3:1][O:2][C:3]1[CH:4]=[CH:5][C:6]([CH2:7][O:8][C:9]2[CH:10]=[C:11]([C:16]3[N:21]=[C:20]([C:22]([O:24][CH3:25])=[O:23])[CH:19]=[CH:18][C:17]=3[O:26][S:31]([C:30]([F:43])([F:42])[F:29])(=[O:33])=[O:32])[CH:12]=[CH:13][C:14]=2[Cl:15])=[CH:27][CH:28]=1. The catalyst class is: 2. (2) The catalyst class is: 38. Reactant: [F:1][C:2]1[CH:7]=[CH:6][C:5]([F:8])=[CH:4][C:3]=1[N:9]1[CH:13]=[C:12]([C:14]2[N:15]=[C:16]3[C:22]([CH:23]=[O:24])=[CH:21][N:20]([CH2:25][O:26][CH2:27][CH2:28][Si:29]([CH3:32])([CH3:31])[CH3:30])[C:17]3=[N:18][CH:19]=2)[N:11]=[CH:10]1.S(=O)(=O)([OH:35])N.Cl([O-])=O.[Na+].OP([O-])(O)=O.[K+]. Product: [F:1][C:2]1[CH:7]=[CH:6][C:5]([F:8])=[CH:4][C:3]=1[N:9]1[CH:13]=[C:12]([C:14]2[N:15]=[C:16]3[C:22]([C:23]([OH:35])=[O:24])=[CH:21][N:20]([CH2:25][O:26][CH2:27][CH2:28][Si:29]([CH3:32])([CH3:31])[CH3:30])[C:17]3=[N:18][CH:19]=2)[N:11]=[CH:10]1. (3) Reactant: [F:1][C:2]([F:13])([F:12])[O:3][C:4]1[CH:9]=[CH:8][C:7]([CH2:10][OH:11])=[CH:6][CH:5]=1.[H-].[Na+].Cl[C:17]1[CH:26]=[CH:25][C:24]2[C:19](=[CH:20][CH:21]=[C:22]([O:27][CH:28]3[CH2:33][CH2:32][CH2:31][CH2:30][O:29]3)[CH:23]=2)[N:18]=1.[Cl-].[NH4+]. Product: [O:29]1[CH2:30][CH2:31][CH2:32][CH2:33][CH:28]1[O:27][C:22]1[CH:23]=[C:24]2[C:19](=[CH:20][CH:21]=1)[N:18]=[C:17]([O:11][CH2:10][C:7]1[CH:6]=[CH:5][C:4]([O:3][C:2]([F:12])([F:13])[F:1])=[CH:9][CH:8]=1)[CH:26]=[CH:25]2. The catalyst class is: 3. (4) Reactant: [CH2:1]([C:3]1[CH:8]=[C:7]([CH3:9])[CH:6]=[C:5]([CH2:10][CH3:11])[C:4]=1[C:12](=[O:17])[C:13]([NH:15][NH2:16])=[O:14])[CH3:2].[CH:18](=O)[CH2:19][CH3:20]. Product: [CH2:1]([C:3]1[CH:8]=[C:7]([CH3:9])[CH:6]=[C:5]([CH2:10][CH3:11])[C:4]=1[C:12](=[O:17])[C:13]([NH:15][N:16]=[CH:18][CH2:19][CH3:20])=[O:14])[CH3:2]. The catalyst class is: 5.